Dataset: Peptide-MHC class II binding affinity with 134,281 pairs from IEDB. Task: Regression. Given a peptide amino acid sequence and an MHC pseudo amino acid sequence, predict their binding affinity value. This is MHC class II binding data. (1) The peptide sequence is PCVFIKRVSNVIIHG. The MHC is HLA-DPA10201-DPB10101 with pseudo-sequence HLA-DPA10201-DPB10101. The binding affinity (normalized) is 0.333. (2) The peptide sequence is TFAATTNPWASLPG. The MHC is DRB1_0301 with pseudo-sequence DRB1_0301. The binding affinity (normalized) is 0. (3) The peptide sequence is NVSHIQSAVVCGRRH. The MHC is DRB1_1001 with pseudo-sequence DRB1_1001. The binding affinity (normalized) is 0.515. (4) The peptide sequence is WVKVVEEKGFNPEVIPMF. The MHC is HLA-DQA10501-DQB10201 with pseudo-sequence HLA-DQA10501-DQB10201. The binding affinity (normalized) is 0.388. (5) The peptide sequence is KNHVLFLQMMNVNLQ. The MHC is DRB1_1302 with pseudo-sequence DRB1_1302. The binding affinity (normalized) is 0.669. (6) The peptide sequence is EEREVLMWKFDSALARKH. The MHC is HLA-DQA10401-DQB10402 with pseudo-sequence HLA-DQA10401-DQB10402. The binding affinity (normalized) is 0.0828.